This data is from NCI-60 drug combinations with 297,098 pairs across 59 cell lines. The task is: Regression. Given two drug SMILES strings and cell line genomic features, predict the synergy score measuring deviation from expected non-interaction effect. (1) Drug 1: C1CCC(C1)C(CC#N)N2C=C(C=N2)C3=C4C=CNC4=NC=N3. Drug 2: CC1=C(C=C(C=C1)NC(=O)C2=CC=C(C=C2)CN3CCN(CC3)C)NC4=NC=CC(=N4)C5=CN=CC=C5. Cell line: M14. Synergy scores: CSS=-18.9, Synergy_ZIP=7.10, Synergy_Bliss=-1.19, Synergy_Loewe=-7.97, Synergy_HSA=-11.9. (2) Drug 1: CC(C1=C(C=CC(=C1Cl)F)Cl)OC2=C(N=CC(=C2)C3=CN(N=C3)C4CCNCC4)N. Drug 2: CN(CCCl)CCCl.Cl. Cell line: NCI-H460. Synergy scores: CSS=10.7, Synergy_ZIP=-3.68, Synergy_Bliss=-7.24, Synergy_Loewe=-17.9, Synergy_HSA=-11.2. (3) Drug 1: CC1=C(C=C(C=C1)NC(=O)C2=CC=C(C=C2)CN3CCN(CC3)C)NC4=NC=CC(=N4)C5=CN=CC=C5. Drug 2: COC1=NC(=NC2=C1N=CN2C3C(C(C(O3)CO)O)O)N. Cell line: HT29. Synergy scores: CSS=0.471, Synergy_ZIP=-0.0567, Synergy_Bliss=-0.853, Synergy_Loewe=-0.799, Synergy_HSA=-1.70.